Dataset: Peptide-MHC class I binding affinity with 185,985 pairs from IEDB/IMGT. Task: Regression. Given a peptide amino acid sequence and an MHC pseudo amino acid sequence, predict their binding affinity value. This is MHC class I binding data. (1) The peptide sequence is LETLMLVAL. The MHC is HLA-B40:01 with pseudo-sequence HLA-B40:01. The binding affinity (normalized) is 0.884. (2) The peptide sequence is DQIENIAKL. The MHC is H-2-Kb with pseudo-sequence H-2-Kb. The binding affinity (normalized) is 0.218. (3) The peptide sequence is IYDYLRLLY. The MHC is HLA-B07:02 with pseudo-sequence HLA-B07:02. The binding affinity (normalized) is 0.0847. (4) The peptide sequence is ATNDGLIKK. The MHC is HLA-A03:01 with pseudo-sequence HLA-A03:01. The binding affinity (normalized) is 0.327.